Task: Predict which catalyst facilitates the given reaction.. Dataset: Catalyst prediction with 721,799 reactions and 888 catalyst types from USPTO (1) Reactant: [CH2:1]([O:8][C:9]([N:11]1[CH2:15][CH2:14][CH2:13][C@H:12]1[C:16](=[O:30])[NH:17][C:18]1[S:19][CH:20]=[C:21]([C:23]2[CH:28]=[CH:27][C:26]([NH2:29])=[CH:25][CH:24]=2)[N:22]=1)=[O:10])[C:2]1[CH:7]=[CH:6][CH:5]=[CH:4][CH:3]=1.[CH:31]1([S:34](Cl)(=[O:36])=[O:35])[CH2:33][CH2:32]1. Product: [CH2:1]([O:8][C:9]([N:11]1[CH2:15][CH2:14][CH2:13][C@H:12]1[C:16](=[O:30])[NH:17][C:18]1[S:19][CH:20]=[C:21]([C:23]2[CH:24]=[CH:25][C:26]([NH:29][S:34]([CH:31]3[CH2:33][CH2:32]3)(=[O:36])=[O:35])=[CH:27][CH:28]=2)[N:22]=1)=[O:10])[C:2]1[CH:3]=[CH:4][CH:5]=[CH:6][CH:7]=1. The catalyst class is: 2. (2) Reactant: [NH2:1][C:2]1[CH:3]=[C:4]([C:8]2[N:9]=[C:10]3[C:16]([C:17](=[O:22])[C:18]([CH3:21])([CH3:20])[CH3:19])=[CH:15][N:14](COCC[Si](C)(C)C)[C:11]3=[N:12][CH:13]=2)[CH:5]=[CH:6][CH:7]=1.[F-].C([N+](CCCC)(CCCC)CCCC)CCC. Product: [NH2:1][C:2]1[CH:3]=[C:4]([C:8]2[N:9]=[C:10]3[C:16]([C:17](=[O:22])[C:18]([CH3:20])([CH3:19])[CH3:21])=[CH:15][NH:14][C:11]3=[N:12][CH:13]=2)[CH:5]=[CH:6][CH:7]=1. The catalyst class is: 56. (3) Reactant: [O:1]=[C:2]1[C:7]([CH2:8][C:9]2[CH:14]=[CH:13][C:12]([C:15]3[C:16]([C:21]#[N:22])=[CH:17][CH:18]=[CH:19][CH:20]=3)=[CH:11][CH:10]=2)=[C:6]([CH2:23][CH2:24][CH3:25])[N:5]2[N:26]=[CH:27][N:28]=[C:4]2[N:3]1[CH:29]1[CH2:34][CH2:33][CH:32]([O:35][CH2:36][C:37](=[O:39])[CH3:38])[CH2:31][CH2:30]1.[CH3:40][Mg]Br.[Cl-].[NH4+]. Product: [OH:39][C:37]([CH3:40])([CH3:38])[CH2:36][O:35][CH:32]1[CH2:31][CH2:30][CH:29]([N:3]2[C:2](=[O:1])[C:7]([CH2:8][C:9]3[CH:14]=[CH:13][C:12]([C:15]4[C:16]([C:21]#[N:22])=[CH:17][CH:18]=[CH:19][CH:20]=4)=[CH:11][CH:10]=3)=[C:6]([CH2:23][CH2:24][CH3:25])[N:5]3[N:26]=[CH:27][N:28]=[C:4]23)[CH2:34][CH2:33]1. The catalyst class is: 7. (4) Reactant: [C:1]([C:3]1[CH:15]=[CH:14][C:6]2[S:7][C:8]([C:10]([O:12]C)=[O:11])=[CH:9][C:5]=2[CH:4]=1)#[N:2].O.[OH-].[Li+].CO. Product: [C:1]([C:3]1[CH:15]=[CH:14][C:6]2[S:7][C:8]([C:10]([OH:12])=[O:11])=[CH:9][C:5]=2[CH:4]=1)#[N:2]. The catalyst class is: 6. (5) Product: [F:22][C:18]1[CH:17]=[C:16]2[C:21]([C:13]([C:11]3[CH:10]=[N:9][N:8]([C:7]4[CH:6]=[CH:5][N:4]=[N:3][CH:2]=4)[CH:12]=3)=[CH:14][N:15]2[S:23]([C:26]2[CH:27]=[CH:28][CH:29]=[CH:30][CH:31]=2)(=[O:24])=[O:25])=[CH:20][CH:19]=1. Reactant: Cl[C:2]1[N:3]=[N:4][C:5](Cl)=[CH:6][C:7]=1[N:8]1[CH:12]=[C:11]([C:13]2[C:21]3[C:16](=[CH:17][C:18]([F:22])=[CH:19][CH:20]=3)[N:15]([S:23]([C:26]3[CH:31]=[CH:30][CH:29]=[CH:28][CH:27]=3)(=[O:25])=[O:24])[CH:14]=2)[CH:10]=[N:9]1. The catalyst class is: 19. (6) Reactant: Br[CH2:2][CH2:3][CH2:4][OH:5].Cl[Si](C(C)C)(C(C)C)[CH:8]([CH3:10])[CH3:9].N1[CH:21]=[CH:20][N:19]=[CH:18]1.[OH2:22]. Product: [OH:22][CH2:2][CH2:3][CH2:4][O:5][CH2:9][CH:8]1[CH2:10][CH2:18][NH:19][CH2:20][CH2:21]1. The catalyst class is: 2. (7) Reactant: N[C:2]1[CH:10]=[CH:9][C:8]([Br:11])=[CH:7][C:3]=1[C:4]([NH2:6])=[O:5].[N:12]1C=CC=CC=1.[F:18][C:19]1[CH:27]=[CH:26][CH:25]=[CH:24][C:20]=1[C:21](Cl)=[O:22].Cl. Product: [F:18][C:19]1[CH:27]=[CH:26][CH:25]=[CH:24][C:20]=1[C:21]([C:2]1[C:10]([NH2:12])=[CH:9][C:8]([Br:11])=[CH:7][C:3]=1[C:4]([NH2:6])=[O:5])=[O:22]. The catalyst class is: 22.